Task: Predict which catalyst facilitates the given reaction.. Dataset: Catalyst prediction with 721,799 reactions and 888 catalyst types from USPTO (1) Product: [N:40]1([C:15]2[C:14]([C:17]([F:20])([F:18])[F:19])=[N:13][C:12]3[N:11]([N:10]=[C:9]([NH2:8])[C:21]=3[C:22]([O-:24])=[O:23])[CH:16]=2)[C:35]2[CH:36]=[CH:37][CH:38]=[CH:39][C:34]=2[N:33]=[N:41]1.[NH2:8][C:9]1[C:21]([C:22]([O:24][N:40]2[C:35]3[CH:36]=[CH:37][CH:38]=[CH:39][C:34]=3[N:33]=[N:41]2)=[O:23])=[C:12]2[N:13]=[C:14]([C:17]([F:20])([F:18])[F:19])[CH:15]=[CH:16][N:11]2[N:10]=1. Reactant: C(N(CC)CC)C.[NH2:8][C:9]1[C:21]([C:22]([OH:24])=[O:23])=[C:12]2[N:13]=[C:14]([C:17]([F:20])([F:19])[F:18])[CH:15]=[CH:16][N:11]2[N:10]=1.CN(C(O[N:33]1[N:41]=[N:40][C:35]2[CH:36]=[CH:37][CH:38]=[CH:39][C:34]1=2)=[N+](C)C)C.[B-](F)(F)(F)F. The catalyst class is: 22. (2) The catalyst class is: 41. Product: [C:14]([C:13]1[CH:12]([C:9]2[CH:10]=[CH:11][C:2]([F:1])=[C:3]3[C:8]=2[O:7][C:6]([CH3:20])=[CH:5][C:4]3=[O:21])[C:24]([C:25]([O:27][CH2:28][CH3:29])=[O:26])=[C:23]([CH3:30])[NH:22][C:17]=1[CH3:18])(=[O:16])[CH3:15]. Reactant: [F:1][C:2]1[CH:11]=[CH:10][C:9]([CH:12]=[C:13]([C:17](=O)[CH3:18])[C:14](=[O:16])[CH3:15])=[C:8]2[C:3]=1[C:4](=[O:21])[CH:5]=[C:6]([CH3:20])[O:7]2.[NH2:22]/[C:23](/[CH3:30])=[CH:24]\[C:25]([O:27][CH2:28][CH3:29])=[O:26]. (3) Reactant: [CH2:1]([O:8][NH:9][C:10](=[O:19])[CH2:11][CH2:12][CH2:13][CH2:14][CH2:15][CH2:16][CH2:17]Br)[C:2]1[CH:7]=[CH:6][CH:5]=[CH:4][CH:3]=1.Cl.[CH3:21][O:22][C:23]1[CH:24]=[C:25]2[C:30](=[CH:31][C:32]=1[O:33][CH3:34])[CH2:29][NH:28][CH2:27][CH2:26]2.C(=O)([O-])[O-].[K+].[K+]. Product: [CH2:1]([O:8][NH:9][C:10](=[O:19])[CH2:11][CH2:12][CH2:13][CH2:14][CH2:15][CH2:16][CH2:17][N:28]1[CH2:27][CH2:26][C:25]2[C:30](=[CH:31][C:32]([O:33][CH3:34])=[C:23]([O:22][CH3:21])[CH:24]=2)[CH2:29]1)[C:2]1[CH:7]=[CH:6][CH:5]=[CH:4][CH:3]=1. The catalyst class is: 3.